From a dataset of Catalyst prediction with 721,799 reactions and 888 catalyst types from USPTO. Predict which catalyst facilitates the given reaction. (1) Reactant: [C:1]1([S:7]([N:10]2[C:14]3=[N:15][CH:16]=[C:17]([N+:20]([O-])=O)[C:18](Cl)=[C:13]3[CH:12]=[CH:11]2)(=[O:9])=[O:8])[CH:6]=[CH:5][CH:4]=[CH:3][CH:2]=1.[NH2:23][C@@H:24]1[CH2:29][CH2:28][CH2:27][C@@H:26]([OH:30])[CH2:25]1.C(N(CC)C(C)C)(C)C.[H][H]. Product: [NH2:20][C:17]1[C:18]([NH:23][C@@H:24]2[CH2:29][CH2:28][CH2:27][C@@H:26]([OH:30])[CH2:25]2)=[C:13]2[CH:12]=[CH:11][N:10]([S:7]([C:1]3[CH:6]=[CH:5][CH:4]=[CH:3][CH:2]=3)(=[O:9])=[O:8])[C:14]2=[N:15][CH:16]=1. The catalyst class is: 19. (2) Reactant: [C:1]12([CH2:11][OH:12])[CH2:10][CH:5]3[CH2:6][CH:7]([CH2:9][CH:3]([CH2:4]3)[CH2:2]1)[CH2:8]2.[Cl:13][C:14]1[C:15]([F:25])=[C:16]([CH:20]=[C:21]([F:24])[C:22]=1F)[C:17]([OH:19])=[O:18].CC(C)([O-])C.[K+]. Product: [C:1]12([CH2:11][O:12][C:22]3[C:21]([F:24])=[CH:20][C:16]([C:17]([OH:19])=[O:18])=[C:15]([F:25])[C:14]=3[Cl:13])[CH2:8][CH:7]3[CH2:6][CH:5]([CH2:4][CH:3]([CH2:9]3)[CH2:2]1)[CH2:10]2. The catalyst class is: 197. (3) Reactant: [CH2:1]1[C:4]2([CH2:7][N:6]([C:8]3[N:13]=[C:12]([NH:14]C(=O)OC(C)(C)C)[CH:11]=[CH:10][CH:9]=3)[CH2:5]2)[CH2:3][O:2]1.C(O)(C(F)(F)F)=O. Product: [CH2:3]1[C:4]2([CH2:5][N:6]([C:8]3[N:13]=[C:12]([NH2:14])[CH:11]=[CH:10][CH:9]=3)[CH2:7]2)[CH2:1][O:2]1. The catalyst class is: 2. (4) Reactant: [C:1]1(=[O:8])[O:7][C:5](=[O:6])[CH2:4][CH2:3][CH2:2]1.[NH2:9][CH:10]([CH2:27][C:28]1[CH:33]=[C:32]([F:34])[CH:31]=[C:30]([F:35])[CH:29]=1)[CH:11]([OH:26])[CH2:12][NH:13][CH:14]1[C:23]2[C:18](=[CH:19][CH:20]=[C:21]([CH2:24][CH3:25])[CH:22]=2)[CH2:17][CH2:16][CH2:15]1.C(N(CC)CC)C. Product: [F:34][C:32]1[CH:33]=[C:28]([CH:29]=[C:30]([F:35])[CH:31]=1)[CH2:27][C@H:10]([NH:9][C:5](=[O:6])[CH2:4][CH2:3][CH2:2][C:1]([OH:7])=[O:8])[C@H:11]([OH:26])[CH2:12][NH:13][C@@H:14]1[C:23]2[C:18](=[CH:19][CH:20]=[C:21]([CH2:24][CH3:25])[CH:22]=2)[CH2:17][CH2:16][CH2:15]1. The catalyst class is: 22. (5) Reactant: Cl[CH2:2][C:3]([NH:5][C:6]1[C:11]([F:12])=[CH:10][C:9]([F:13])=[CH:8][C:7]=1[F:14])=[O:4].[CH2:15]([NH:20][CH2:21][C:22]1[CH:27]=[CH:26][C:25]([C:28]2[CH:33]=[CH:32][CH:31]=[CH:30][C:29]=2[C:34]2[N:38]([C:39]([C:52]3[CH:57]=[CH:56][CH:55]=[CH:54][CH:53]=3)([C:46]3[CH:51]=[CH:50][CH:49]=[CH:48][CH:47]=3)[C:40]3[CH:45]=[CH:44][CH:43]=[CH:42][CH:41]=3)[N:37]=[N:36][N:35]=2)=[CH:24][CH:23]=1)[CH2:16][CH2:17][CH2:18][CH3:19].[I-].[K+].C(N(CC)CC)C. Product: [CH2:15]([N:20]([CH2:2][C:3]([NH:5][C:6]1[C:11]([F:12])=[CH:10][C:9]([F:13])=[CH:8][C:7]=1[F:14])=[O:4])[CH2:21][C:22]1[CH:23]=[CH:24][C:25]([C:28]2[CH:33]=[CH:32][CH:31]=[CH:30][C:29]=2[C:34]2[N:38]([C:39]([C:40]3[CH:41]=[CH:42][CH:43]=[CH:44][CH:45]=3)([C:52]3[CH:53]=[CH:54][CH:55]=[CH:56][CH:57]=3)[C:46]3[CH:47]=[CH:48][CH:49]=[CH:50][CH:51]=3)[N:37]=[N:36][N:35]=2)=[CH:26][CH:27]=1)[CH2:16][CH2:17][CH2:18][CH3:19]. The catalyst class is: 42.